This data is from Forward reaction prediction with 1.9M reactions from USPTO patents (1976-2016). The task is: Predict the product of the given reaction. (1) Given the reactants [OH:1][C:2]1[C:10]([O:11][CH3:12])=[CH:9][CH:8]=[CH:7][C:3]=1[C:4]([OH:6])=O.C[Li].[CH3:15]COCC.Cl, predict the reaction product. The product is: [OH:1][C:2]1[C:10]([O:11][CH3:12])=[CH:9][CH:8]=[CH:7][C:3]=1[C:4](=[O:6])[CH3:15]. (2) Given the reactants N1C=CC=CC=1N.C1(P(C2C=CC=CC=2)C2C3OC4C(=CC=CC=4P(C4C=CC=CC=4)C4C=CC=CC=4)C(C)(C)C=3C=CC=2)C=CC=CC=1.Br[C:51]1[CH:59]=[C:58]2[C:54]([C:55]([CH3:70])=[N:56][N:57]2[S:60]([C:63]2[CH:69]=[CH:68][C:66]([CH3:67])=[CH:65][CH:64]=2)(=[O:62])=[O:61])=[CH:53][CH:52]=1.[N:71]1[C:72]([NH2:80])=[N:73][N:74]2[CH:79]=[CH:78][CH:77]=[CH:76][C:75]=12.C(=O)([O-])[O-].[Cs+].[Cs+], predict the reaction product. The product is: [CH3:70][C:55]1[C:54]2[C:58](=[CH:59][C:51]([NH:80][C:72]3[N:71]=[C:75]4[CH:76]=[CH:77][CH:78]=[CH:79][N:74]4[N:73]=3)=[CH:52][CH:53]=2)[N:57]([S:60]([C:63]2[CH:69]=[CH:68][C:66]([CH3:67])=[CH:65][CH:64]=2)(=[O:62])=[O:61])[N:56]=1. (3) Given the reactants [OH:1][CH2:2][C@@H:3]1[CH2:7][CH2:6][CH2:5][N:4]1[C:8]([C:10]1[CH:11]=NC=[CH:14][CH:15]=1)=[O:9].[OH:16][C:17]1[CH:24]=[CH:23][CH:22]=[C:21](O)[C:18]=1[CH:19]=[O:20].C1C=CC(P(C2C=CC=CC=2)C2C=CC=CC=2)=CC=1.CC(O[C:49](/[N:51]=N/C(OC(C)C)=O)=O)C, predict the reaction product. The product is: [OH:16][C:17]1[CH:24]=[CH:23][CH:22]=[C:21]([O:1][CH2:2][C@@H:3]2[CH2:7][CH2:6][CH2:5][N:4]2[C:8](=[O:9])[C:10]2[CH:15]=[CH:14][N:51]=[CH:49][CH:11]=2)[C:18]=1[CH:19]=[O:20]. (4) Given the reactants [CH3:1][C:2]1[O:6][C:5]([CH:7]=[O:8])=[CH:4][C:3]=1B1OC(C)(C)C(C)(C)O1.[Br:18][C:19]1[CH:20]=[C:21]([CH:24]=[CH:25][CH:26]=1)[CH2:22]Br.C([O-])([O-])=O.[Na+].[Na+], predict the reaction product. The product is: [Br:18][C:19]1[CH:20]=[C:21]([CH:24]=[CH:25][CH:26]=1)[CH2:22][C:3]1[CH:4]=[C:5]([CH:7]=[O:8])[O:6][C:2]=1[CH3:1].